From a dataset of Catalyst prediction with 721,799 reactions and 888 catalyst types from USPTO. Predict which catalyst facilitates the given reaction. (1) Reactant: [CH:1]([O:4][C:5]1[CH:12]=[CH:11][C:8](C=O)=[CH:7][CH:6]=1)([CH3:3])[CH3:2].[OH-:13].[K+].C(Br)(Br)Br.[OH-].[K+].CO.[O:23]1[CH2:28][CH2:27][O:26][CH2:25]C1. Product: [CH:1]([O:4][C:5]1[CH:12]=[CH:11][C:8]([CH:27]([O:26][CH3:25])[C:28]([OH:23])=[O:13])=[CH:7][CH:6]=1)([CH3:3])[CH3:2]. The catalyst class is: 5. (2) Reactant: CO.[C:3]([C:11]1[CH:19]=[CH:18][C:14]([C:15]([OH:17])=[O:16])=[C:13]([NH:20][C:21]2[CH:26]=[CH:25][C:24]([F:27])=[CH:23][CH:22]=2)[CH:12]=1)(=O)[C:4]1[CH:9]=[CH:8][CH:7]=[CH:6][CH:5]=1. Product: [CH2:3]([C:11]1[CH:19]=[CH:18][C:14]([C:15]([OH:17])=[O:16])=[C:13]([NH:20][C:21]2[CH:22]=[CH:23][C:24]([F:27])=[CH:25][CH:26]=2)[CH:12]=1)[C:4]1[CH:5]=[CH:6][CH:7]=[CH:8][CH:9]=1. The catalyst class is: 849.